Dataset: Catalyst prediction with 721,799 reactions and 888 catalyst types from USPTO. Task: Predict which catalyst facilitates the given reaction. (1) Reactant: [Br:1][C:2]1[CH:11]=[C:10]2[C:5]([C:6]([OH:18])=[C:7]([C:13]([O:15]CC)=[O:14])[C:8]([CH3:12])=[N:9]2)=[CH:4][CH:3]=1.[OH-].[Na+]. Product: [Br:1][C:2]1[CH:11]=[C:10]2[C:5]([C:6]([OH:18])=[C:7]([C:13]([OH:15])=[O:14])[C:8]([CH3:12])=[N:9]2)=[CH:4][CH:3]=1. The catalyst class is: 8. (2) Reactant: [C:1]([N:5]1[C@H:9]([CH2:10][C:11]2[CH:16]=[CH:15][CH:14]=[CH:13][CH:12]=2)[CH2:8][O:7][C:6]1=[O:17])(=[O:4])[CH2:2][CH3:3].[Li+].C[Si]([N-][Si](C)(C)C)(C)C.[Na+].[Cl-]. Product: [C:1]1(=[O:4])[N:5]([C@@H:9]([CH2:10][C:11]2[CH:16]=[CH:15][CH:14]=[CH:13][CH:12]=2)[CH2:8][OH:7])[C:6](=[O:17])[C:8]2=[CH:9][CH:10]=[CH:11][CH:3]=[C:2]12. The catalyst class is: 1. (3) Product: [Br:1][C:2]1[C:3]([N+:22]([O-:24])=[O:23])=[CH:4][C:5]2[O:9][C:8]([C:10]3[CH:11]=[CH:12][C:13]([F:16])=[CH:14][CH:15]=3)=[C:7]([C:17]([O:19][CH3:20])=[O:18])[C:6]=2[CH:21]=1. The catalyst class is: 22. Reactant: [Br:1][C:2]1[CH:3]=[CH:4][C:5]2[O:9][C:8]([C:10]3[CH:15]=[CH:14][C:13]([F:16])=[CH:12][CH:11]=3)=[C:7]([C:17]([O:19][CH3:20])=[O:18])[C:6]=2[CH:21]=1.[N+:22]([O-])([OH:24])=[O:23]. (4) Reactant: [NH2:1][C:2]1[CH:3]=[C:4]([CH:8]=[C:9]([C:11]([CH3:13])=[CH2:12])[CH:10]=1)[C:5]([OH:7])=[O:6].[CH3:14][O:15][C:16]1[N:21]=[C:20]([O:22][CH3:23])[C:19]([C:24]2[CH:33]=[C:32]3[C:27]([C:28](Cl)=[C:29]([C:34]([NH2:36])=[O:35])[CH:30]=[N:31]3)=[CH:26][CH:25]=2)=[CH:18][N:17]=1. Product: [C:5]([OH:7])(=[O:6])[CH3:4].[NH2:36][C:34]([C:29]1[CH:30]=[N:31][C:32]2[C:27]([C:28]=1[NH:1][C:2]1[CH:3]=[C:4]([CH:8]=[C:9]([C:11]([CH3:13])=[CH2:12])[CH:10]=1)[C:5]([OH:7])=[O:6])=[CH:26][CH:25]=[C:24]([C:19]1[C:20]([O:22][CH3:23])=[N:21][C:16]([O:15][CH3:14])=[N:17][CH:18]=1)[CH:33]=2)=[O:35]. The catalyst class is: 15. (5) Reactant: [Cl:1][C:2]1[CH:3]=[C:4]2[C:8](=[CH:9][CH:10]=1)[N:7]([CH3:11])[C:6]([CH2:12][CH2:13][CH2:14][CH2:15][CH2:16][CH3:17])=[C:5]2[C:18](=[O:27])[CH2:19][C@@H:20]([CH3:26])[CH2:21][C:22]([O:24]C)=[O:23].O.[OH-].[Li+]. Product: [Cl:1][C:2]1[CH:3]=[C:4]2[C:8](=[CH:9][CH:10]=1)[N:7]([CH3:11])[C:6]([CH2:12][CH2:13][CH2:14][CH2:15][CH2:16][CH3:17])=[C:5]2[C:18](=[O:27])[CH2:19][C@@H:20]([CH3:26])[CH2:21][C:22]([OH:24])=[O:23]. The catalyst class is: 252. (6) Reactant: [Cl:1][C:2]1[CH:3]=[C:4]([C:8]([F:32])([F:31])[CH2:9][NH:10][C:11]2[C:12]([F:30])=[C:13]([CH2:19][C:20]([NH:22][CH2:23][CH2:24][O:25][NH:26][C:27](=[NH:29])[NH2:28])=[O:21])[C:14]([C:17]#[N:18])=[CH:15][CH:16]=2)[CH:5]=[CH:6][CH:7]=1.Cl.Cl.CC#N. Product: [ClH:1].[C:27]([NH:26][O:25][CH2:24][CH2:23][NH:22][C:20](=[O:21])[CH2:19][C:13]1[C:14]([C:17]#[N:18])=[CH:15][CH:16]=[C:11]([NH:10][CH2:9][C:8]([C:4]2[CH:5]=[CH:6][CH:7]=[C:2]([Cl:1])[CH:3]=2)([F:31])[F:32])[C:12]=1[F:30])(=[NH:28])[NH2:29]. The catalyst class is: 23.